This data is from Peptide-MHC class I binding affinity with 185,985 pairs from IEDB/IMGT. The task is: Regression. Given a peptide amino acid sequence and an MHC pseudo amino acid sequence, predict their binding affinity value. This is MHC class I binding data. The peptide sequence is CRAPRKKGC. The MHC is HLA-A01:01 with pseudo-sequence HLA-A01:01. The binding affinity (normalized) is 0.